Dataset: Reaction yield outcomes from USPTO patents with 853,638 reactions. Task: Predict the reaction yield, written as a fraction of the theoretical maximum amount of product (1.0 means a 100% yield; for example, 0.34 means a 34% yield). (1) The reactants are [OH:1][C:2]1[CH:7]=[CH:6][C:5]([CH2:8][CH2:9][C:10]([O:12][CH3:13])=[O:11])=[CH:4][CH:3]=1.[CH3:14][C:15]1[CH:29]=[CH:28][CH:27]=[C:26]([CH3:30])[C:16]=1[CH2:17][C:18]1[CH:19]=[C:20]([CH:23]=[CH:24][CH:25]=1)[CH2:21]O.C1(P(C2C=CC=CC=2)C2C=CC=CC=2)C=CC=CC=1.N(C(OCC)=O)=NC(OCC)=O. The catalyst is C1(C)C=CC=CC=1. The product is [CH3:14][C:15]1[CH:29]=[CH:28][CH:27]=[C:26]([CH3:30])[C:16]=1[CH2:17][C:18]1[CH:19]=[C:20]([CH:23]=[CH:24][CH:25]=1)[CH2:21][O:1][C:2]1[CH:3]=[CH:4][C:5]([CH2:8][CH2:9][C:10]([O:12][CH3:13])=[O:11])=[CH:6][CH:7]=1. The yield is 0.320. (2) The reactants are [Cl:1][C:2]1[CH:26]=[CH:25][C:5]([CH2:6][N:7]2[C:15](=[O:16])[C:14]3[N:13]([CH3:17])[C:12]([CH2:18][CH3:19])=[N:11][C:10]=3[N:9]([CH2:20][C:21](O)=[O:22])[C:8]2=[O:24])=[CH:4][CH:3]=1.Cl.[F:28][C:29]1([F:34])[CH2:33][CH2:32][NH:31][CH2:30]1.CN(C(ON1N=NC2C=CC=CC1=2)=[N+](C)C)C.[B-](F)(F)(F)F.CCN(C(C)C)C(C)C. The catalyst is ClCCl.O. The product is [Cl:1][C:2]1[CH:26]=[CH:25][C:5]([CH2:6][N:7]2[C:15](=[O:16])[C:14]3[N:13]([CH3:17])[C:12]([CH2:18][CH3:19])=[N:11][C:10]=3[N:9]([CH2:20][C:21]([N:31]3[CH2:32][CH2:33][C:29]([F:34])([F:28])[CH2:30]3)=[O:22])[C:8]2=[O:24])=[CH:4][CH:3]=1. The yield is 0.380. (3) The reactants are FC1C=CC(NC(=O)NC2C=CC(C3C=C4C(CN([C@@H](C(C)C)C(O)=O)C4=O)=CC=3)=CC=2)=CC=1.[CH3:35][CH:36]([CH3:72])[C@H:37]([N:42]1[CH2:50][C:49]2[C:44](=[CH:45][C:46]([C:51]3[CH:56]=[CH:55][C:54]([NH:57][C:58]([NH:60][C:61]4[CH:66]=[CH:65][C:64]([C:67]([F:70])([F:69])[F:68])=[CH:63][CH:62]=4)=[O:59])=[CH:53][CH:52]=3)=[CH:47][CH:48]=2)[C:43]1=[O:71])[C:38]([O:40]C)=[O:39]. No catalyst specified. The product is [CH3:35][CH:36]([CH3:72])[C@H:37]([N:42]1[CH2:50][C:49]2[C:44](=[CH:45][C:46]([C:51]3[CH:52]=[CH:53][C:54]([NH:57][C:58]([NH:60][C:61]4[CH:62]=[CH:63][C:64]([C:67]([F:70])([F:68])[F:69])=[CH:65][CH:66]=4)=[O:59])=[CH:55][CH:56]=3)=[CH:47][CH:48]=2)[C:43]1=[O:71])[C:38]([OH:40])=[O:39]. The yield is 0.970. (4) The reactants are [N+:1]([C:4]1[CH:9]=[CH:8][C:7]([N:10]2[C:14](=O)[CH2:13][CH2:12][C:11]2=O)=[CH:6][C:5]=1[C:17]([F:20])([F:19])[F:18])([O-:3])=[O:2]. The catalyst is C1COCC1. The product is [N+:1]([C:4]1[CH:9]=[CH:8][C:7]([N:10]2[CH2:11][CH2:12][CH2:13][CH2:14]2)=[CH:6][C:5]=1[C:17]([F:20])([F:18])[F:19])([O-:3])=[O:2]. The yield is 1.00. (5) The reactants are Cl[C:2]1[N:3]=[C:4]([NH:11][C:12]2[CH:17]=[CH:16][C:15]([O:18][CH3:19])=[C:14]([O:20][CH3:21])[CH:13]=2)[C:5]2[N:10]=[CH:9][S:8][C:6]=2[N:7]=1.[NH:22]1[CH2:27][CH2:26][CH:25]([C:28]([O:30][CH3:31])=[O:29])[CH2:24][CH2:23]1.C([O-])([O-])=O.[Cs+].[Cs+].CC(C1C=C(C(C)C)C(C2C=CC=CC=2P(C2CCCCC2)C2CCCCC2)=C(C(C)C)C=1)C. The catalyst is O1CCOCC1.C1C=CC(/C=C/C(/C=C/C2C=CC=CC=2)=O)=CC=1.C1C=CC(/C=C/C(/C=C/C2C=CC=CC=2)=O)=CC=1.[Pd]. The product is [CH3:21][O:20][C:14]1[CH:13]=[C:12]([NH:11][C:4]2[C:5]3[N:10]=[CH:9][S:8][C:6]=3[N:7]=[C:2]([N:22]3[CH2:27][CH2:26][CH:25]([C:28]([O:30][CH3:31])=[O:29])[CH2:24][CH2:23]3)[N:3]=2)[CH:17]=[CH:16][C:15]=1[O:18][CH3:19]. The yield is 0.560. (6) The reactants are [NH2:1][C:2]1[S:3][CH:4]=[CH:5][N:6]=1.[CH:7]1[C:12]([S:13](Cl)(=[O:15])=[O:14])=[CH:11][CH:10]=[C:9]([I:17])[CH:8]=1.Cl.S1C(N)=NC=N1. The catalyst is N1C=CC=CC=1. The product is [I:17][C:9]1[CH:8]=[CH:7][C:12]([S:13]([NH:1][C:2]2[S:3][CH:4]=[CH:5][N:6]=2)(=[O:15])=[O:14])=[CH:11][CH:10]=1. The yield is 0.380. (7) The reactants are [N+:1]([C:4]1[CH:17]=[CH:16][C:7]([O:8][CH2:9][C:10]2[CH:15]=[CH:14][CH:13]=[CH:12][N:11]=2)=[CH:6][CH:5]=1)([O-])=O.[NH4+].[Cl-]. The yield is 0.860. The product is [NH2:1][C:4]1[CH:17]=[CH:16][C:7]([O:8][CH2:9][C:10]2[CH:15]=[CH:14][CH:13]=[CH:12][N:11]=2)=[CH:6][CH:5]=1. The catalyst is C(O)C.O.[Fe]. (8) The reactants are [CH2:1]([O:3][C:4](=[O:36])[CH2:5][CH2:6][CH2:7][CH2:8][CH2:9][O:10][CH2:11][CH2:12][O:13][CH2:14][CH2:15][O:16][CH2:17][CH2:18][O:19][CH2:20][CH2:21][O:22][CH2:23][CH2:24][O:25][CH2:26][CH2:27][O:28]CC1C=CC=CC=1)[CH3:2]. The catalyst is C(O)C.[Pd]. The product is [CH2:1]([O:3][C:4](=[O:36])[CH2:5][CH2:6][CH2:7][CH2:8][CH2:9][O:10][CH2:11][CH2:12][O:13][CH2:14][CH2:15][O:16][CH2:17][CH2:18][O:19][CH2:20][CH2:21][O:22][CH2:23][CH2:24][O:25][CH2:26][CH2:27][OH:28])[CH3:2]. The yield is 0.790. (9) The reactants are [CH2:1]([O:3][C:4]1[CH:9]=[C:8]([F:10])[CH:7]=[CH:6][C:5]=1[C:11](=O)[CH2:12][C:13]([O:15]CC)=O)[CH3:2].[CH3:19][NH:20][NH2:21]. No catalyst specified. The product is [CH2:1]([O:3][C:4]1[CH:9]=[C:8]([F:10])[CH:7]=[CH:6][C:5]=1[C:11]1[CH:12]=[C:13]([OH:15])[N:20]([CH3:19])[N:21]=1)[CH3:2]. The yield is 0.830.